This data is from Forward reaction prediction with 1.9M reactions from USPTO patents (1976-2016). The task is: Predict the product of the given reaction. (1) Given the reactants [CH3:1][N:2]1[C@H:11]2[CH2:12][C:13]3[CH:18]=[CH:17][C:16]([OH:19])=[CH:15][C:14]=3[C@:5]3([C@@H:10]2[CH2:9][CH2:8][CH2:7][CH2:6]3)[CH2:4][CH2:3]1.Br, predict the reaction product. The product is: [CH3:1][N:2]1[C@H:11]2[CH2:12][C:13]3[CH:18]=[CH:17][C:16]([OH:19])=[CH:15][C:14]=3[C@:5]3([C@@H:10]2[CH2:9][CH2:8][CH2:7][CH2:6]3)[CH2:4][CH2:3]1. (2) Given the reactants [Cl:1][C:2]1[CH:16]=[CH:15][C:5](/[CH:6]=[CH:7]/[C:8]2[CH:13]=[CH:12][NH:11][C:10](=[O:14])[N:9]=2)=[CH:4][CH:3]=1.[OH:17][C:18]([CH3:33])([CH3:32])[CH2:19][O:20][C:21]1[CH:26]=[CH:25][C:24](B(O)O)=[CH:23][C:22]=1[O:30][CH3:31].CN(C)CCN(C)C.B(O)O.O.CO.FC(C(O)=O)(F)F, predict the reaction product. The product is: [Cl:1][C:2]1[CH:3]=[CH:4][C:5](/[CH:6]=[CH:7]/[C:8]2[CH:13]=[CH:12][N:11]([C:24]3[CH:25]=[CH:26][C:21]([O:20][CH2:19][C:18]([OH:17])([CH3:33])[CH3:32])=[C:22]([O:30][CH3:31])[CH:23]=3)[C:10](=[O:14])[N:9]=2)=[CH:15][CH:16]=1. (3) Given the reactants [CH3:1][C:2]1[CH:23]=[C:22]([C:24](=[O:27])[CH2:25][CH3:26])[CH:21]=[CH:20][C:3]=1[O:4][CH2:5][C:6]1[C:11]([CH3:12])=[CH:10][CH:9]=[CH:8][C:7]=1[N:13]1[C:17](=[O:18])[N:16]([CH3:19])[N:15]=[N:14]1.[C:28]([O:35][CH2:36][CH3:37])(=[O:34])[C:29]([O:31]CC)=O.CC(C)([O-])C.[K+].Cl, predict the reaction product. The product is: [CH2:36]([O:35][C:28](=[O:34])[C:29](=[O:31])[CH:25]([CH3:26])[C:24]([C:22]1[CH:21]=[CH:20][C:3]([O:4][CH2:5][C:6]2[C:7]([N:13]3[C:17](=[O:18])[N:16]([CH3:19])[N:15]=[N:14]3)=[CH:8][CH:9]=[CH:10][C:11]=2[CH3:12])=[C:2]([CH3:1])[CH:23]=1)=[O:27])[CH3:37].